From a dataset of Reaction yield outcomes from USPTO patents with 853,638 reactions. Predict the reaction yield, written as a fraction of the theoretical maximum amount of product (1.0 means a 100% yield; for example, 0.34 means a 34% yield). (1) The reactants are CO[C:3](=[O:26])[C:4]1[CH:9]=[CH:8][C:7]([O:10][CH2:11][C:12]2[C:13]([C:18]3[CH:23]=[C:22]([F:24])[CH:21]=[CH:20][C:19]=3[F:25])=[N:14][O:15][C:16]=2[CH3:17])=[N:6][CH:5]=1.[NH2:27][CH:28]1[CH2:33][CH2:32][O:31][CH2:30][CH2:29]1. No catalyst specified. The product is [F:25][C:19]1[CH:20]=[CH:21][C:22]([F:24])=[CH:23][C:18]=1[C:13]1[C:12]([CH2:11][O:10][C:7]2[CH:8]=[CH:9][C:4]([C:3]([NH:27][CH:28]3[CH2:33][CH2:32][O:31][CH2:30][CH2:29]3)=[O:26])=[CH:5][N:6]=2)=[C:16]([CH3:17])[O:15][N:14]=1. The yield is 0.710. (2) The reactants are [CH3:1][C:2]([CH3:30])([CH3:29])[CH2:3][CH2:4][N:5]1[C:10](=[O:11])[C:9]([C:12]2[NH:17][C:16]3[CH:18]=[CH:19][C:20](I)=[CH:21][C:15]=3[S:14](=[O:24])(=[O:23])[N:13]=2)=[C:8]([OH:25])[C:7]2=[CH:26][CH:27]=[CH:28][N:6]12.[O-]P(OP(OP([O-])([O-])=O)([O-])=O)(=O)[O-].[K+].[K+].[K+].[K+].[K+].N(CC(O)=O)C.[CH3:55][NH:56][S:57]([CH3:60])(=[O:59])=[O:58]. The catalyst is C(OCC)(=O)C.[Cu]I.CN(C)C=O. The product is [CH3:1][C:2]([CH3:30])([CH3:29])[CH2:3][CH2:4][N:5]1[C:10](=[O:11])[C:9]([C:12]2[NH:17][C:16]3[CH:18]=[CH:19][C:20]([N:56]([CH3:55])[S:57]([CH3:60])(=[O:59])=[O:58])=[CH:21][C:15]=3[S:14](=[O:24])(=[O:23])[N:13]=2)=[C:8]([OH:25])[C:7]2=[CH:26][CH:27]=[CH:28][N:6]12. The yield is 0.330. (3) The reactants are Cl.[CH3:2][N:3]([CH3:10])[CH2:4][CH:5]=[CH:6][C:7](O)=[O:8].CCN(CC)CC.C(OC(Cl)=O)C(C)C.[I:26][C:27]1[CH:28]=[C:29]2[C:34](=[CH:35][CH:36]=1)[C:33](=[O:37])[NH:32][C:31](=[O:38])[C:30]2=[CH:39][NH:40][C:41]1[CH:46]=[CH:45][C:44]([CH:47]2[CH2:51][CH2:50][CH2:49][NH:48]2)=[CH:43][CH:42]=1. The catalyst is CN(C)C=O. The product is [CH3:2][N:3]([CH3:10])[CH2:4][CH:5]=[CH:6][C:7]([N:48]1[CH2:49][CH2:50][CH2:51][CH:47]1[C:44]1[CH:45]=[CH:46][C:41]([NH:40][CH:39]=[C:30]2[C:29]3[C:34](=[CH:35][CH:36]=[C:27]([I:26])[CH:28]=3)[C:33](=[O:37])[NH:32][C:31]2=[O:38])=[CH:42][CH:43]=1)=[O:8]. The yield is 0.210. (4) The reactants are [F:1][C:2]1[CH:29]=[CH:28][C:5]([CH2:6][C:7]2[N:15]=[CH:14][N:13]=[C:12]3[C:8]=2[N:9]=[CH:10][N:11]3[C@H:16]2[C@@H:20]3[O:21][C:22]([CH3:25])([CH3:24])[O:23][C@@H:19]3[C@@H:18]([CH2:26][OH:27])[O:17]2)=[CH:4][CH:3]=1.C(N(CC)CC)C.Cl[S:38]([NH2:41])(=[O:40])=[O:39].C(#N)C. The catalyst is CN(C)C=O. The product is [S:38](=[O:40])(=[O:39])([O:27][CH2:26][C@@H:18]1[C@@H:19]2[C@@H:20]([O:21][C:22]([CH3:25])([CH3:24])[O:23]2)[C@H:16]([N:11]2[CH:10]=[N:9][C:8]3[C:12]2=[N:13][CH:14]=[N:15][C:7]=3[CH2:6][C:5]2[CH:28]=[CH:29][C:2]([F:1])=[CH:3][CH:4]=2)[O:17]1)[NH2:41]. The yield is 0.880. (5) The reactants are [N+:1]([C:4]1[CH:16]=[CH:15][C:7]([CH:8]=[C:9]2[CH2:14][CH2:13][O:12][CH2:11][CH2:10]2)=[CH:6][CH:5]=1)([O-])=O.C([O-])(=O)C.[Na+].[I:22]Cl. The catalyst is C(Cl)(Cl)Cl.CO.O=[Pt]=O. The product is [I:22][C:5]1[CH:6]=[C:7]([CH2:8][CH:9]2[CH2:14][CH2:13][O:12][CH2:11][CH2:10]2)[CH:15]=[CH:16][C:4]=1[NH2:1]. The yield is 0.340. (6) The reactants are [OH:1][CH2:2][CH2:3][O:4][C:5]1[CH:32]=[CH:31][C:8]2[C:9](=[O:30])/[C:10](=[CH:12]/[C:13]3[C:21]4[C:16](=[CH:17][CH:18]=[CH:19][CH:20]=4)[N:15](COCC[Si](C)(C)C)[N:14]=3)/[O:11][C:7]=2[C:6]=1[CH2:33][N:34]1[CH2:39][CH2:38][N:37]([C:40]([O:42][C:43]([CH3:46])([CH3:45])[CH3:44])=[O:41])[CH2:36][CH2:35]1.[F-].C([N+](CCCC)(CCCC)CCCC)CCC.O. The catalyst is C1COCC1. The product is [NH:15]1[C:16]2[C:21](=[CH:20][CH:19]=[CH:18][CH:17]=2)[C:13](/[CH:12]=[C:10]2\[O:11][C:7]3[C:6]([CH2:33][N:34]4[CH2:39][CH2:38][N:37]([C:40]([O:42][C:43]([CH3:46])([CH3:44])[CH3:45])=[O:41])[CH2:36][CH2:35]4)=[C:5]([O:4][CH2:3][CH2:2][OH:1])[CH:32]=[CH:31][C:8]=3[C:9]\2=[O:30])=[N:14]1. The yield is 0.540.